From a dataset of Forward reaction prediction with 1.9M reactions from USPTO patents (1976-2016). Predict the product of the given reaction. (1) Given the reactants [Mg].C(O[CH:5]([O:13]CC)[C:6]1[CH:11]=[CH:10][C:9](Br)=[CH:8][CH:7]=1)C.[CH3:16][O:17][C:18]1[C:19]([S:30](F)(=[O:32])=[O:31])=[CH:20][C:21]2[CH2:27][CH2:26][N:25]([CH3:28])[CH2:24][CH2:23][C:22]=2[CH:29]=1.C(C(C(C([O-])=O)O)O)([O-])=O.[Na+].[K+], predict the reaction product. The product is: [CH3:16][O:17][C:18]1[C:19]([S:30]([C:9]2[CH:8]=[CH:7][C:6]([CH:5]=[O:13])=[CH:11][CH:10]=2)(=[O:32])=[O:31])=[CH:20][C:21]2[CH2:27][CH2:26][N:25]([CH3:28])[CH2:24][CH2:23][C:22]=2[CH:29]=1. (2) Given the reactants C([O:3][C:4](=[O:34])[CH2:5][S:6][C:7]1[S:11][C:10]([NH:12][C:13]([N:15]([C:22]2[CH:30]=[C:29]3[C:25]([CH2:26][CH2:27][N:28]3[C:31](=[O:33])[CH3:32])=[CH:24][CH:23]=2)[CH2:16][CH:17]2[CH2:21][CH2:20][CH2:19]C2)=[O:14])=[N:9][CH:8]=1)C.[CH:35]1(CN(C2C=CC(S(C)(=O)=O)=CC=2)C(=O)NC2SC=C(CC(O)=O)N=2)CCCC1.C1(CNC2C=C3C(CCN3C(=O)C)=CC=2)CCCC1.C(OC(=O)CSC1SC(N)=NC=1)C, predict the reaction product. The product is: [C:31]([N:28]1[C:29]2[C:25](=[CH:24][CH:23]=[C:22]([N:15]([CH:16]3[CH2:19][CH2:20][CH2:21][CH2:17]3)[C:13](=[O:14])[N:12]([CH3:35])[C:10]3[S:11][C:7]([S:6][CH2:5][C:4]([OH:3])=[O:34])=[CH:8][N:9]=3)[CH:30]=2)[CH2:26][CH2:27]1)(=[O:33])[CH3:32]. (3) Given the reactants [CH2:1]([O:3][C:4]1[CH:34]=[C:33]([F:35])[C:7]([CH2:8][N:9]2[C:17]3[C:12](=[CH:13][CH:14]=[CH:15][CH:16]=3)[C:11]([C:18]3[N:23]=[C:22]([NH:24][C:25]4[CH:30]=[CH:29][N:28]=[CH:27][CH:26]=4)[C:21]([O:31]C)=[CH:20][N:19]=3)=[N:10]2)=[C:6]([F:36])[CH:5]=1)[CH3:2].C(=O)([O-])[O-].[K+].[K+].C1(S)C=CC=CC=1.[Cl-].[NH4+], predict the reaction product. The product is: [CH2:1]([O:3][C:4]1[CH:5]=[C:6]([F:36])[C:7]([CH2:8][N:9]2[C:17]3[C:12](=[CH:13][CH:14]=[CH:15][CH:16]=3)[C:11]([C:18]3[N:23]=[C:22]([NH:24][C:25]4[CH:30]=[CH:29][N:28]=[CH:27][CH:26]=4)[C:21]([OH:31])=[CH:20][N:19]=3)=[N:10]2)=[C:33]([F:35])[CH:34]=1)[CH3:2]. (4) Given the reactants N12CCCN=C1CCCCC2.[F:12][C:13]([F:27])([F:26])[C:14]1[N:19]=[CH:18][N:17]=[C:16]([C:20]2[NH:21][O:22][C:23](=[O:25])[N:24]=2)[CH:15]=1.[N:28]1([C:33](Cl)=[O:34])[CH2:32][CH2:31][CH2:30][CH2:29]1, predict the reaction product. The product is: [N:28]1([C:33]([N:24]2[C:23](=[O:25])[O:22][N:21]=[C:20]2[C:16]2[CH:15]=[C:14]([C:13]([F:26])([F:12])[F:27])[N:19]=[CH:18][N:17]=2)=[O:34])[CH2:32][CH2:31][CH2:30][CH2:29]1. (5) Given the reactants [CH2:1]([O:8][C:9]([N:11]1[CH2:15][CH2:14][CH2:13][CH:12]1[C:16]#[N:17])=[O:10])[C:2]1[CH:7]=[CH:6][CH:5]=[CH:4][CH:3]=1.[CH2:18]([OH:20])[CH3:19], predict the reaction product. The product is: [CH2:1]([O:8][C:9]([N:11]1[CH2:15][CH2:14][CH2:13][CH:12]1[C:16]([O:20][CH2:18][CH3:19])=[NH:17])=[O:10])[C:2]1[CH:3]=[CH:4][CH:5]=[CH:6][CH:7]=1. (6) Given the reactants [I:1][C:2]1[C:6]2[CH:7]=[N:8][CH:9]=[CH:10][C:5]=2[NH:4][CH:3]=1.C(=O)([O-])[O-].[Cs+].[Cs+].I[CH:18]([CH3:20])[CH3:19].O, predict the reaction product. The product is: [I:1][C:2]1[C:6]2[CH:7]=[N:8][CH:9]=[CH:10][C:5]=2[N:4]([CH:18]([CH3:20])[CH3:19])[CH:3]=1.